Dataset: Full USPTO retrosynthesis dataset with 1.9M reactions from patents (1976-2016). Task: Predict the reactants needed to synthesize the given product. (1) Given the product [Cl:11][C:12]1[CH:13]=[C:14]2[C:18](=[CH:19][CH:20]=1)[NH:17][C:16]([CH3:21])=[C:15]2[CH:22]1[CH2:27][CH2:26][N:25]([CH2:9][CH:1]2[CH2:8][CH2:7][CH2:6][CH2:5][CH2:4][CH2:3][CH2:2]2)[CH2:24][CH2:23]1, predict the reactants needed to synthesize it. The reactants are: [CH:1]1([CH:9]=O)[CH2:8][CH2:7][CH2:6][CH2:5][CH2:4][CH2:3][CH2:2]1.[Cl:11][C:12]1[CH:13]=[C:14]2[C:18](=[CH:19][CH:20]=1)[NH:17][C:16]([CH3:21])=[C:15]2[CH:22]1[CH2:27][CH2:26][NH:25][CH2:24][CH2:23]1. (2) The reactants are: CCN(C(C)C)C(C)C.[C:10]1([CH2:16][O:17][C:18]2[CH:19]=[C:20]([CH:24]=[C:25]([O:27][C@@H:28]([CH3:38])[CH2:29][O:30][Si:31]([C:34]([CH3:37])([CH3:36])[CH3:35])([CH3:33])[CH3:32])[CH:26]=2)[C:21]([OH:23])=O)[CH:15]=[CH:14][CH:13]=[CH:12][CH:11]=1.[CH3:39][N:40]1[CH:44]=[CH:43][C:42]([NH2:45])=[N:41]1.CN(C(ON1N=NC2C=CC=NC1=2)=[N+](C)C)C.F[P-](F)(F)(F)(F)F. Given the product [Si:31]([O:30][CH2:29][C@H:28]([CH3:38])[O:27][C:25]1[CH:24]=[C:20]([CH:19]=[C:18]([O:17][CH2:16][C:10]2[CH:11]=[CH:12][CH:13]=[CH:14][CH:15]=2)[CH:26]=1)[C:21]([NH:45][C:42]1[CH:43]=[CH:44][N:40]([CH3:39])[N:41]=1)=[O:23])([C:34]([CH3:37])([CH3:36])[CH3:35])([CH3:32])[CH3:33], predict the reactants needed to synthesize it. (3) Given the product [F:4][C:2]([C:5]1[N:10]=[CH:9][C:8]([CH:11]([N:14]2[CH2:19][CH2:18][C:17]([F:20])([F:21])[CH2:16][CH2:15]2)[CH2:12][NH2:13])=[CH:7][N:6]=1)([F:1])[CH3:3], predict the reactants needed to synthesize it. The reactants are: [F:1][C:2]([C:5]1[N:10]=[CH:9][C:8]([CH:11]([N:14]2[CH2:19][CH2:18][C:17]([F:21])([F:20])[CH2:16][CH2:15]2)[C:12]#[N:13])=[CH:7][N:6]=1)([F:4])[CH3:3].N. (4) The reactants are: Cl.[NH:2]1[CH2:5][CH:4]([OH:6])[CH2:3]1.Cl[C:8]1[N:17]=[CH:16][C:15]([C:18]([F:21])([F:20])[F:19])=[CH:14][C:9]=1[C:10]([O:12][CH3:13])=[O:11]. Given the product [OH:6][CH:4]1[CH2:5][N:2]([C:8]2[N:17]=[CH:16][C:15]([C:18]([F:21])([F:19])[F:20])=[CH:14][C:9]=2[C:10]([O:12][CH3:13])=[O:11])[CH2:3]1, predict the reactants needed to synthesize it. (5) Given the product [NH:6]1[C:7]2[CH:3]([CH2:2][CH:10]=[CH:9][CH:8]=2)[CH2:4][CH2:5]1, predict the reactants needed to synthesize it. The reactants are: O=[C:2]1[CH2:10][CH2:9][CH2:8][C:7]2[NH:6][CH:5]=[CH:4][C:3]1=2.[H-].[Al+3].[Li+].[H-].[H-].[H-].